Dataset: Forward reaction prediction with 1.9M reactions from USPTO patents (1976-2016). Task: Predict the product of the given reaction. (1) Given the reactants [Cl:1][C:2]1[CH:3]=[C:4]([O:12][CH2:13][C:14]2[C:22]([F:23])=[CH:21][C:17]([C:18]([OH:20])=O)=[C:16]([F:24])[CH:15]=2)[CH:5]=[N:6][C:7]=1[O:8][CH:9]([CH3:11])[CH3:10].Cl.CN(C)CCCN=C=NCC.[N:37]1([S:41]([NH2:44])(=[O:43])=[O:42])[CH2:40][CH2:39][CH2:38]1, predict the reaction product. The product is: [N:37]1([S:41]([NH:44][C:18](=[O:20])[C:17]2[CH:21]=[C:22]([F:23])[C:14]([CH2:13][O:12][C:4]3[CH:5]=[N:6][C:7]([O:8][CH:9]([CH3:10])[CH3:11])=[C:2]([Cl:1])[CH:3]=3)=[CH:15][C:16]=2[F:24])(=[O:43])=[O:42])[CH2:40][CH2:39][CH2:38]1. (2) Given the reactants [C:1]([OH:9])(=[O:8])[C:2]1[CH:7]=[CH:6][CH:5]=[CH:4][CH:3]=1.C(N(C(C)C)CC)(C)C.ClC1C=C(Cl)C=C(Cl)C=1C(Cl)=O.O[C@@H:32]1[CH2:37][C@@H:36]([CH2:38][CH2:39][CH2:40][CH:41]=[CH2:42])[O:35][C@:34]([C@@H:45]2[CH2:49][S:48][C:47](=[O:50])[N:46]2[CH2:51][C:52]2[CH:57]=[CH:56][C:55]([O:58][CH3:59])=[CH:54][CH:53]=2)([O:43][CH3:44])[CH2:33]1, predict the reaction product. The product is: [C:1]([O:9][C@@H:32]1[CH2:37][C@@H:36]([CH2:38][CH2:39][CH2:40][CH:41]=[CH2:42])[O:35][C@@:34]([O:43][CH3:44])([C@@H:45]2[CH2:49][S:48][C:47](=[O:50])[N:46]2[CH2:51][C:52]2[CH:53]=[CH:54][C:55]([O:58][CH3:59])=[CH:56][CH:57]=2)[CH2:33]1)(=[O:8])[C:2]1[CH:7]=[CH:6][CH:5]=[CH:4][CH:3]=1. (3) The product is: [C:1]([O:5][C:6]([N:8]([CH2:29][CH3:30])[C@@H:9]1[CH2:13][CH2:12][N:11]([C:14]2[N:25]=[CH:24][CH:23]=[CH:22][C:15]=2[C:16]([O:18][CH:19]([CH3:20])[CH3:21])=[O:17])[CH2:10]1)=[O:7])([CH3:3])([CH3:4])[CH3:2]. Given the reactants [C:1]([O:5][C:6]([NH:8][C@@H:9]1[CH2:13][CH2:12][N:11]([C:14]2[N:25]=[CH:24][CH:23]=[CH:22][C:15]=2[C:16]([O:18][CH:19]([CH3:21])[CH3:20])=[O:17])[CH2:10]1)=[O:7])([CH3:4])([CH3:3])[CH3:2].[H-].[Na+].Br[CH2:29][CH3:30].O, predict the reaction product.